This data is from NCI-60 drug combinations with 297,098 pairs across 59 cell lines. The task is: Regression. Given two drug SMILES strings and cell line genomic features, predict the synergy score measuring deviation from expected non-interaction effect. (1) Drug 1: CNC(=O)C1=CC=CC=C1SC2=CC3=C(C=C2)C(=NN3)C=CC4=CC=CC=N4. Drug 2: CN1CCC(CC1)COC2=C(C=C3C(=C2)N=CN=C3NC4=C(C=C(C=C4)Br)F)OC. Cell line: A498. Synergy scores: CSS=16.6, Synergy_ZIP=-5.33, Synergy_Bliss=-0.395, Synergy_Loewe=-0.578, Synergy_HSA=1.59. (2) Drug 1: CS(=O)(=O)CCNCC1=CC=C(O1)C2=CC3=C(C=C2)N=CN=C3NC4=CC(=C(C=C4)OCC5=CC(=CC=C5)F)Cl. Drug 2: C1=CN(C=N1)CC(O)(P(=O)(O)O)P(=O)(O)O. Cell line: T-47D. Synergy scores: CSS=2.65, Synergy_ZIP=-0.892, Synergy_Bliss=-2.97, Synergy_Loewe=-3.72, Synergy_HSA=-3.42. (3) Drug 1: CCC1(CC2CC(C3=C(CCN(C2)C1)C4=CC=CC=C4N3)(C5=C(C=C6C(=C5)C78CCN9C7C(C=CC9)(C(C(C8N6C)(C(=O)OC)O)OC(=O)C)CC)OC)C(=O)OC)O.OS(=O)(=O)O. Drug 2: CC1CCCC2(C(O2)CC(NC(=O)CC(C(C(=O)C(C1O)C)(C)C)O)C(=CC3=CSC(=N3)C)C)C. Cell line: SF-539. Synergy scores: CSS=58.1, Synergy_ZIP=5.08, Synergy_Bliss=5.00, Synergy_Loewe=-5.68, Synergy_HSA=4.55.